From a dataset of Forward reaction prediction with 1.9M reactions from USPTO patents (1976-2016). Predict the product of the given reaction. (1) Given the reactants [C:1]([C:3]1[CH:4]=[C:5]2[C:9](=[CH:10][CH:11]=1)[CH2:8][N:7]([C:12]([NH:14][C:15]1[CH:20]=[CH:19][C:18]([C:21](=[O:26])[NH:22][CH2:23][CH2:24][CH3:25])=[CH:17][CH:16]=1)=[O:13])[CH2:6]2)#[N:2].N.CO.O1CCCC1.CO, predict the reaction product. The product is: [NH2:2][CH2:1][C:3]1[CH:4]=[C:5]2[C:9](=[CH:10][CH:11]=1)[CH2:8][N:7]([C:12]([NH:14][C:15]1[CH:20]=[CH:19][C:18]([C:21](=[O:26])[NH:22][CH2:23][CH2:24][CH3:25])=[CH:17][CH:16]=1)=[O:13])[CH2:6]2. (2) Given the reactants Cl[CH2:2][CH2:3][CH2:4][CH2:5][CH2:6][CH2:7][O:8][C:9]1[CH:14]=[CH:13][C:12]([Br:15])=[CH:11][CH:10]=1.[OH-].[Na+].[CH3:18][NH:19][CH2:20][CH3:21], predict the reaction product. The product is: [CH3:18][N:19]([CH2:2][CH2:3][CH2:4][CH2:5][CH2:6][CH2:7][O:8][C:9]1[CH:14]=[CH:13][C:12]([Br:15])=[CH:11][CH:10]=1)[CH2:20][CH3:21].